Dataset: Reaction yield outcomes from USPTO patents with 853,638 reactions. Task: Predict the reaction yield, written as a fraction of the theoretical maximum amount of product (1.0 means a 100% yield; for example, 0.34 means a 34% yield). (1) The reactants are C(OP([CH2:9][C:10]([O:12][CH2:13][CH3:14])=[O:11])(OCC)=O)C.[O-]CC.[Na+].[CH2:19]([O:26][C:27]1[CH:32]=[C:31]([O:33][CH2:34][CH2:35][O:36][CH3:37])[CH:30]=[CH:29][C:28]=1[C:38](=O)[CH3:39])[C:20]1[CH:25]=[CH:24][CH:23]=[CH:22][CH:21]=1.[Cl-].[NH4+]. The catalyst is C(O)C.C1(C)C=CC=CC=1. The product is [CH2:19]([O:26][C:27]1[CH:32]=[C:31]([O:33][CH2:34][CH2:35][O:36][CH3:37])[CH:30]=[CH:29][C:28]=1/[C:38](/[CH3:39])=[CH:9]/[C:10]([O:12][CH2:13][CH3:14])=[O:11])[C:20]1[CH:21]=[CH:22][CH:23]=[CH:24][CH:25]=1. The yield is 0.720. (2) The reactants are [Cl:1][C:2]1[CH:7]=[CH:6][C:5]([N:8]2[C:14](=O)[CH:13]([CH2:16][C:17](O)=[O:18])[C:12]3=[N:20][N:21]=[C:22]([CH3:23])[N:11]3[C:10]3[CH:24]=[CH:25][CH:26]=[CH:27][C:9]2=3)=[CH:4][CH:3]=1.[NH4+].[Cl-]. The catalyst is C1COCC1. The product is [Cl:1][C:2]1[CH:7]=[CH:6][C:5]([N:8]2[CH2:14][CH:13]([CH2:16][CH2:17][OH:18])[C:12]3=[N:20][N:21]=[C:22]([CH3:23])[N:11]3[C:10]3[CH:24]=[CH:25][CH:26]=[CH:27][C:9]2=3)=[CH:4][CH:3]=1. The yield is 0.185. (3) The reactants are [Br:1][C:2]1[CH:21]=[CH:20][C:5]2[O:6][CH2:7][C:8](=[O:19])[CH2:9][N:10]3[C:18]4[CH:17]=[CH:16][CH:15]=[CH:14][C:13]=4[CH:12]=[C:11]3[C:4]=2[CH:3]=1.[Si]([C:26]([F:29])([F:28])[F:27])(C)(C)C.[F-].[Cs+]. The catalyst is COCCOC.CCCC[N+](CCCC)(CCCC)CCCC.[F-].O. The product is [Br:1][C:2]1[CH:21]=[CH:20][C:5]2[O:6][CH2:7][C:8]([C:26]([F:29])([F:28])[F:27])([OH:19])[CH2:9][N:10]3[C:18]4[CH:17]=[CH:16][CH:15]=[CH:14][C:13]=4[CH:12]=[C:11]3[C:4]=2[CH:3]=1. The yield is 0.556. (4) The reactants are [CH3:1][N:2]1[C:10]2[C:5](=[CH:6][CH:7]=[CH:8][CH:9]=2)[C:4]([CH:11]=O)=[CH:3]1.[CH3:13][O:14][C:15]1[CH:16]=[C:17]([CH:21]=[CH:22][C:23]=1[O:24][CH3:25])[CH2:18][C:19]#[N:20]. No catalyst specified. The product is [CH3:13][O:14][C:15]1[CH:16]=[C:17](/[C:18](=[CH:11]/[C:4]2[C:5]3[C:10](=[CH:9][CH:8]=[CH:7][CH:6]=3)[N:2]([CH3:1])[CH:3]=2)/[C:19]#[N:20])[CH:21]=[CH:22][C:23]=1[O:24][CH3:25]. The yield is 0.730.